Task: Predict the product of the given reaction.. Dataset: Forward reaction prediction with 1.9M reactions from USPTO patents (1976-2016) (1) Given the reactants [C:1]([O:5][C:6]([N:8]1[C@@H:13]([CH3:14])[CH2:12][N:11]2[N:15]=[CH:16][C:17]([N:18]3[C:22](=[O:23])[CH2:21][CH:20]([C:24]([OH:26])=O)[CH2:19]3)=[C:10]2[CH2:9]1)=[O:7])([CH3:4])([CH3:3])[CH3:2].C[N:28](C(ON1N=NC2C=CC=NC1=2)=[N+](C)C)C.F[P-](F)(F)(F)(F)F.[NH4+].[Cl-].CCN(C(C)C)C(C)C, predict the reaction product. The product is: [C:24]([CH:20]1[CH2:19][N:18]([C:17]2[CH:16]=[N:15][N:11]3[CH2:12][C@H:13]([CH3:14])[N:8]([C:6]([O:5][C:1]([CH3:3])([CH3:2])[CH3:4])=[O:7])[CH2:9][C:10]=23)[C:22](=[O:23])[CH2:21]1)(=[O:26])[NH2:28]. (2) Given the reactants [H-].[Na+].[CH3:3][N:4]1CN(C)[CH2:7][NH:6][C:5]1=[N:11][N+:12]([O-:14])=[O:13].O(C[CH:24]1[CH2:28][CH2:27][O:26][CH2:25]1)S(C(F)(F)F)(=O)=O.Cl.C(=O)(O)[O-].[Na+], predict the reaction product. The product is: [O:26]1[CH2:27][CH2:28][CH:24]([CH2:7][NH:6][C:5]([NH:4][CH3:3])=[N:11][N+:12]([O-:14])=[O:13])[CH2:25]1. (3) Given the reactants [CH:1]1([O:7][CH2:8][CH2:9][CH2:10][CH2:11][O:12][C:13]2[CH:18]=[CH:17][C:16]([CH2:19][CH2:20][CH2:21][O:22][C:23]3[CH:33]=[CH:32][C:26]([C:27]([O:29]CC)=[O:28])=[CH:25][C:24]=3[CH2:34][C:35]([NH:37][CH2:38][CH2:39][CH2:40][C:41]([O:43]C)=[O:42])=[O:36])=[CH:15][CH:14]=2)[CH2:6][CH2:5][CH2:4][CH2:3][CH2:2]1.[OH-].[Na+], predict the reaction product. The product is: [C:41]([CH2:40][CH2:39][CH2:38][NH:37][C:35](=[O:36])[CH2:34][C:24]1[CH:25]=[C:26]([CH:32]=[CH:33][C:23]=1[O:22][CH2:21][CH2:20][CH2:19][C:16]1[CH:17]=[CH:18][C:13]([O:12][CH2:11][CH2:10][CH2:9][CH2:8][O:7][CH:1]2[CH2:2][CH2:3][CH2:4][CH2:5][CH2:6]2)=[CH:14][CH:15]=1)[C:27]([OH:29])=[O:28])([OH:43])=[O:42].